This data is from Peptide-MHC class II binding affinity with 134,281 pairs from IEDB. The task is: Regression. Given a peptide amino acid sequence and an MHC pseudo amino acid sequence, predict their binding affinity value. This is MHC class II binding data. (1) The peptide sequence is KKLAQAVMEMTYKNK. The MHC is HLA-DQA10303-DQB10402 with pseudo-sequence HLA-DQA10303-DQB10402. The binding affinity (normalized) is 0.238. (2) The peptide sequence is RCRTCVYNMMGKREK. The MHC is DRB1_1301 with pseudo-sequence DRB1_1301. The binding affinity (normalized) is 0. (3) The peptide sequence is LLEFAVVLELAILSI. The MHC is DRB3_0202 with pseudo-sequence DRB3_0202. The binding affinity (normalized) is 0.